Dataset: Experimentally validated miRNA-target interactions with 360,000+ pairs, plus equal number of negative samples. Task: Binary Classification. Given a miRNA mature sequence and a target amino acid sequence, predict their likelihood of interaction. (1) The miRNA is hsa-miR-6812-5p with sequence AUGGGGUGAGAUGGGGAGGAGCAGC. The protein sequence of the target gene is MAICQFFLQGRCRFGDRCWNEHPGARGAGGGRQQPQQQPSGNNRRGWNTTSQRYSNVIQPSSFSKSTPWGGSRDQEKPYFSSFDSGASTNRKEGFGLSENPFASLSPDEQKDEKKLLEGIVKDMEVWESSGQWMFSVYSPVKKKPNISGFTDISPEELRLEYHNFLTSNNLQSYLNSVQRLINQWRNRVNELKSLNISTKVALLSDVKDGVNQAAPAFGFGSSQAATFMSPGFPVNNSSSDNAQNFSFKTNSGFAAASSGSPAGFGSSPAFGAAASTSSGISTSAPAFGFGKPEVTSAAS.... Result: 1 (interaction). (2) The miRNA is hsa-miR-3181 with sequence AUCGGGCCCUCGGCGCCGG. The protein sequence of the target gene is MAASEDGSGCLVSRGRSQSDPSVLTDSSATSSADAGENPDEMDQTPPARPEYLVSGIRTPPVRRNSKLATLGRIFKPWKWRKKKNEKLKQTTSALEKKMAGRQGREELIKKGLLEMMEQDAESKTCNPDGGPRSVQSEPPTPKSETLTSEDAQPGSPLATGTDQVSLDKPLSSAAHLDDAAKMPSASSGEEADAGSLLPTTNELSQALAGADSLDSPPRPLERSVGQLPSPPLLPTPPPKASSKTTKNVTGQATLFQASSMKSADPSLRGQLSTPTGSPHLTTVHRPLPPSRVIEELHRA.... Result: 1 (interaction). (3) The miRNA is hsa-miR-6165 with sequence CAGCAGGAGGUGAGGGGAG. The protein sequence of the target gene is MRLLAGWLCLSLASVWLARRMWTLRSPLTRSLYVNMTSGPGGPAAAAGGRKENHQWYVCNREKLCESLQAVFVQSYLDQGTQIFLNNSIEKSGWLFIQLYHSFVSSVFSLFMSRTSINGLLGRGSMFVFSPDQFQRLLKINPDWKTHRLLDLGAGDGEVTKIMSPHFEEIYATELSETMIWQLQKKKYRVLGINEWQNTGFQYDVISCLNLLDRCDQPLTLLKDIRSVLEPTRGRVILALVLPFHPYVENVGGKWEKPSEILEIKGQNWEEQVNSLPEVFRKAGFVIEAFTRLPYLCEGD.... Result: 0 (no interaction). (4) The miRNA is mmu-miR-495-3p with sequence AAACAAACAUGGUGCACUUCUU. The protein sequence of the target gene is MDHSNREKDDRQRTTKTMAQRNTHCSRPSGTSTSSGVLMVGPNFRVGKKIGCGNFGELRLGKNLYTNEYVAIKLEPIKSRAPQLHLEYRFYKQLGSAGEGLPQVYYFGPCGKYNAMVLELLGPSLEDLFDLCDRTFTLKTVLMIAIQLLSRMEYVHSKNLIYRDVKPENFLIGRQGNKKEHVIHIIDFGLAKEYVDPETKKHIPYREHKSLTGTARYMSINTHLGKEQSRRDDLEALGHMFMYFLRGSLPWQGLKADTLKERYQKIGDTKRNTPIEALCENFPEEMATYLRYVRRLDFFE.... Result: 0 (no interaction).